This data is from Full USPTO retrosynthesis dataset with 1.9M reactions from patents (1976-2016). The task is: Predict the reactants needed to synthesize the given product. (1) Given the product [NH:41]1[CH:40]=[C:39]([C:2]2[CH:11]=[C:10]([C:12]([NH:14][CH2:15][C@H:16]3[CH2:21][CH2:20][C@H:19]([CH2:22][NH:23][C:24](=[O:30])[O:25][C:26]([CH3:29])([CH3:28])[CH3:27])[CH2:18][CH2:17]3)=[O:13])[C:9]3[C:4](=[CH:5][CH:6]=[CH:7][CH:8]=3)[N:3]=2)[CH:43]=[N:42]1, predict the reactants needed to synthesize it. The reactants are: Cl[C:2]1[CH:11]=[C:10]([C:12]([NH:14][CH2:15][C@H:16]2[CH2:21][CH2:20][C@H:19]([CH2:22][NH:23][C:24](=[O:30])[O:25][C:26]([CH3:29])([CH3:28])[CH3:27])[CH2:18][CH2:17]2)=[O:13])[C:9]2[C:4](=[CH:5][CH:6]=[CH:7][CH:8]=2)[N:3]=1.CC1(C)C(C)(C)OB([C:39]2[CH:40]=[N:41][NH:42][CH:43]=2)O1.C([O-])([O-])=O.[K+].[K+].C([O-])(O)=O.[Na+]. (2) Given the product [CH3:24][NH:25][CH2:26][CH2:27][NH:28][C:21]1[C:20]2[C:15](=[CH:16][CH:17]=[CH:18][CH:19]=2)[N:14]=[C:13]([N:2]2[CH2:3][CH2:4][CH2:5][C:6]3[CH:11]=[CH:10][CH:9]=[CH:8][C:7]=3[CH2:1]2)[CH:22]=1, predict the reactants needed to synthesize it. The reactants are: [CH2:1]1[C:7]2[CH:8]=[CH:9][CH:10]=[CH:11][C:6]=2[CH2:5][CH2:4][CH2:3][NH:2]1.Cl[C:13]1[CH:22]=[C:21](Cl)[C:20]2[C:15](=[CH:16][CH:17]=[CH:18][CH:19]=2)[N:14]=1.[CH3:24][NH:25][CH2:26][CH2:27][NH2:28].ClC1C=C(Cl)C2C(=CC=C(Cl)C=2)N=1.C(N)CN. (3) Given the product [Br:1][C:2]1[N:6]=[C:5]2[CH:7]=[N:8][NH:10][CH:9]=[C:4]2[N:3]=1, predict the reactants needed to synthesize it. The reactants are: [Br:1][C:2]1[NH:3][C:4]([C:9]#[N:10])=[C:5]([C:7]#[N:8])[N:6]=1.CC(C[AlH]CC(C)C)C. (4) Given the product [CH2:38]([N:40]([CH2:41][CH3:42])[CH2:13][CH2:12][O:11][C:7]1[CH:6]=[C:5]2[C:10](=[CH:9][CH:8]=1)[N:2]([CH3:1])[N:3]=[C:4]2[S:25]([C:28]1[C:33]2[C:32](=[CH:37][CH:36]=[CH:35][CH:34]=2)[CH:31]=[CH:30][CH:29]=1)(=[O:27])=[O:26])[CH3:39], predict the reactants needed to synthesize it. The reactants are: [CH3:1][N:2]1[C:10]2[C:5](=[CH:6][C:7]([O:11][CH2:12][CH2:13]OS(C3C=CC(C)=CC=3)(=O)=O)=[CH:8][CH:9]=2)[C:4]([S:25]([C:28]2[C:37]3[C:32](=[CH:33][CH:34]=[CH:35][CH:36]=3)[CH:31]=[CH:30][CH:29]=2)(=[O:27])=[O:26])=[N:3]1.[CH2:38]([NH:40][CH2:41][CH3:42])[CH3:39]. (5) Given the product [CH3:1][O:2][C:3]1[N:8]=[CH:7][C:6]([C:9]2[O:10][C:11]3[CH:27]=[CH:26][C:25]([NH2:28])=[CH:24][C:12]=3[C:13](=[O:23])[C:14]=2[O:15][CH2:16][C:17]2[CH:22]=[CH:21][CH:20]=[CH:19][CH:18]=2)=[CH:5][CH:4]=1, predict the reactants needed to synthesize it. The reactants are: [CH3:1][O:2][C:3]1[N:8]=[CH:7][C:6]([C:9]2[O:10][C:11]3[CH:27]=[CH:26][C:25]([NH:28]C(OC(C)(C)C)=O)=[CH:24][C:12]=3[C:13](=[O:23])[C:14]=2[O:15][CH2:16][C:17]2[CH:22]=[CH:21][CH:20]=[CH:19][CH:18]=2)=[CH:5][CH:4]=1.